Dataset: Full USPTO retrosynthesis dataset with 1.9M reactions from patents (1976-2016). Task: Predict the reactants needed to synthesize the given product. (1) Given the product [CH2:23]([O:12][C:9]1[CH:8]=[CH:7][C:6]([N:1]2[CH:5]=[N:4][N:3]=[N:2]2)=[N:11][CH:10]=1)[C:22]#[CH:21], predict the reactants needed to synthesize it. The reactants are: [N:1]1([C:6]2[N:11]=[CH:10][C:9]([OH:12])=[CH:8][CH:7]=2)[CH:5]=[N:4][N:3]=[N:2]1.C(=O)([O-])[O-].[K+].[K+].[I-].[K+].[CH2:21](Cl)[C:22]#[CH:23]. (2) Given the product [OH:2][NH:1][C:7](=[O:8])[N:6]([CH:4]([CH3:5])[CH3:3])[C:10]1[CH:15]=[CH:14][CH:13]=[CH:12][CH:11]=1, predict the reactants needed to synthesize it. The reactants are: [NH2:1][OH:2].[CH3:3][CH:4]([N:6]([C:10]1[CH:15]=[CH:14][CH:13]=[CH:12][CH:11]=1)[C:7](Cl)=[O:8])[CH3:5]. (3) Given the product [CH:1]1([CH2:7][N:8]2[C:16]3[C:11](=[CH:12][CH:13]=[CH:14][C:15]=3[O:17][CH3:18])[C:10]([C:19]3[S:21][C:23]([C:24]([O:26][CH2:27][CH3:28])=[O:25])=[C:29]([CH3:30])[N:20]=3)=[CH:9]2)[CH2:2][CH2:3][CH2:4][CH2:5][CH2:6]1, predict the reactants needed to synthesize it. The reactants are: [CH:1]1([CH2:7][N:8]2[C:16]3[C:11](=[CH:12][CH:13]=[CH:14][C:15]=3[O:17][CH3:18])[C:10]([C:19](=[S:21])[NH2:20])=[CH:9]2)[CH2:6][CH2:5][CH2:4][CH2:3][CH2:2]1.Cl[CH:23]([C:29](=O)[CH3:30])[C:24]([O:26][CH2:27][CH3:28])=[O:25]. (4) Given the product [F:1][C:2]1[CH:9]=[CH:8][C:5]([CH:6]=[CH:10][C:11](=[O:12])[CH:13]=[CH:6][C:5]2[CH:8]=[CH:9][C:2]([F:1])=[CH:3][CH:4]=2)=[CH:4][CH:3]=1, predict the reactants needed to synthesize it. The reactants are: [F:1][C:2]1[CH:9]=[CH:8][C:5]([CH:6]=O)=[CH:4][CH:3]=1.[CH3:10][C:11]([CH3:13])=[O:12].[OH-].[Na+].O. (5) Given the product [OH:27][CH:26]([C:28]1[C:29]([NH:34][C:35](=[O:40])[C:36]([CH3:38])([CH3:37])[CH3:39])=[N:30][CH:31]=[CH:32][CH:33]=1)[CH:9]([CH:10]1[CH2:11][CH2:12][N:13]([C:16]([O:18][C:19]([CH3:20])([CH3:22])[CH3:21])=[O:17])[CH2:14][CH2:15]1)[C:8]([O:7][CH3:6])=[O:23], predict the reactants needed to synthesize it. The reactants are: C([Li])CCC.[CH3:6][O:7][C:8](=[O:23])[CH2:9][CH:10]1[CH2:15][CH2:14][N:13]([C:16]([O:18][C:19]([CH3:22])([CH3:21])[CH3:20])=[O:17])[CH2:12][CH2:11]1.[H-].[Na+].[CH:26]([C:28]1[C:29]([NH:34][C:35](=[O:40])[C:36]([CH3:39])([CH3:38])[CH3:37])=[N:30][CH:31]=[CH:32][CH:33]=1)=[O:27]. (6) Given the product [CH3:21][O:20][C:17]1[CH:18]=[CH:19][C:14]([S:11]([N:8]2[C:7]3=[C:2]([C:28]4[CH:33]=[CH:32][CH:31]=[CH:30][CH:29]=4)[N:3]=[CH:4][CH:5]=[C:6]3[CH:10]=[CH:9]2)(=[O:13])=[O:12])=[CH:15][CH:16]=1, predict the reactants needed to synthesize it. The reactants are: Br[C:2]1[N:3]=[CH:4][CH:5]=[C:6]2[CH:10]=[CH:9][N:8]([S:11]([C:14]3[CH:19]=[CH:18][C:17]([O:20][CH3:21])=[CH:16][CH:15]=3)(=[O:13])=[O:12])[C:7]=12.C([O-])([O-])=O.[K+].[K+].[C:28]1(B(O)O)[CH:33]=[CH:32][CH:31]=[CH:30][CH:29]=1.